Dataset: Reaction yield outcomes from USPTO patents with 853,638 reactions. Task: Predict the reaction yield, written as a fraction of the theoretical maximum amount of product (1.0 means a 100% yield; for example, 0.34 means a 34% yield). (1) The reactants are [Cl:1][C:2]1[CH:9]=[CH:8][C:5]([CH2:6][NH2:7])=[CH:4][CH:3]=1.C([O:13][CH2:14][CH:15]1[N:25]2[C:26]3[C:21]([C:22](=[O:32])[C:23]([C:27](OCC)=[O:28])=[CH:24]2)=[CH:20][C:19]([I:33])=[CH:18][C:17]=3[CH2:16]1)(=O)C. The catalyst is C(Cl)Cl.CCOC(C)=O.CO. The product is [Cl:1][C:2]1[CH:9]=[CH:8][C:5]([CH2:6][NH:7][C:27]([C:23]2[C:22](=[O:32])[C:21]3[C:26]4=[C:17]([CH2:16][CH:15]([CH2:14][OH:13])[N:25]4[CH:24]=2)[CH:18]=[C:19]([I:33])[CH:20]=3)=[O:28])=[CH:4][CH:3]=1. The yield is 0.430. (2) The reactants are [Br:1][C:2]1[N:16]=[C:5]2[CH:6]=[CH:7][CH:8]=[C:9]([NH:10][C@@H:11]3[CH2:15][CH2:14][O:13][CH2:12]3)[N:4]2[N:3]=1.[H-].[Na+].IC.[C:21](OCC)(=O)C. The catalyst is COCCOC. The product is [Br:1][C:2]1[N:16]=[C:5]2[CH:6]=[CH:7][CH:8]=[C:9]([N:10]([CH3:21])[C@@H:11]3[CH2:15][CH2:14][O:13][CH2:12]3)[N:4]2[N:3]=1. The yield is 0.712. (3) The reactants are Cl[C:2]1[C:11]2[C:6](=[CH:7][CH:8]=[C:9]([CH3:12])[CH:10]=2)[N:5]([CH3:13])[C:4](=[O:14])[C:3]=1[C:15]#[N:16].[NH:17]1[CH2:22][CH2:21][NH:20][CH2:19][CH2:18]1. The catalyst is ClCCl. The product is [CH3:13][N:5]1[C:6]2[C:11](=[CH:10][C:9]([CH3:12])=[CH:8][CH:7]=2)[C:2]([N:17]2[CH2:22][CH2:21][NH:20][CH2:19][CH2:18]2)=[C:3]([C:15]#[N:16])[C:4]1=[O:14]. The yield is 0.880.